Predict the product of the given reaction. From a dataset of Forward reaction prediction with 1.9M reactions from USPTO patents (1976-2016). (1) The product is: [NH2:21][C:22]1[C:27]([C:28]([NH:30][C:31]2[CH:36]=[CH:35][CH:34]=[CH:33][C:32]=2[O:37][CH3:38])=[O:29])=[C:26]([NH:1][C@H:2]([C:4]2[N:9]([C:10]3[CH:15]=[CH:14][CH:13]=[CH:12][CH:11]=3)[C:8](=[O:16])[C:7]3=[C:17]([CH3:20])[CH:18]=[CH:19][N:6]3[N:5]=2)[CH3:3])[N:25]=[CH:24][N:23]=1. Given the reactants [NH2:1][C@H:2]([C:4]1[N:9]([C:10]2[CH:15]=[CH:14][CH:13]=[CH:12][CH:11]=2)[C:8](=[O:16])[C:7]2=[C:17]([CH3:20])[CH:18]=[CH:19][N:6]2[N:5]=1)[CH3:3].[NH2:21][C:22]1[C:27]([C:28]([NH:30][C:31]2[CH:36]=[CH:35][CH:34]=[CH:33][C:32]=2[O:37][CH3:38])=[O:29])=[C:26](Cl)[N:25]=[CH:24][N:23]=1.CCN(C(C)C)C(C)C.[F-].[Cs+], predict the reaction product. (2) Given the reactants F[C:2]1[C:7]([CH:8]=O)=[C:6]([NH:10][C:11]2[CH:16]=[CH:15][C:14]([I:17])=[CH:13][C:12]=2[F:18])[C:5]([N+:19]([O-:21])=[O:20])=[CH:4][CH:3]=1.O.[NH2:23][NH2:24], predict the reaction product. The product is: [F:18][C:12]1[CH:13]=[C:14]([I:17])[CH:15]=[CH:16][C:11]=1[NH:10][C:6]1[C:5]([N+:19]([O-:21])=[O:20])=[CH:4][CH:3]=[C:2]2[C:7]=1[CH:8]=[N:23][NH:24]2. (3) Given the reactants [CH2:1]([O:8][C:9]1[N:10]=[N:11][C:12]([CH2:23][C:24]2[CH:29]=[CH:28][C:27](F)=[CH:26][CH:25]=2)=[CH:13][C:14]=1[O:15][CH2:16][C:17]1[CH:22]=[CH:21][CH:20]=[CH:19][CH:18]=1)[C:2]1[CH:7]=[CH:6][CH:5]=[CH:4][CH:3]=1.C(OC1N=NC(Cl)=CC=1OCC1C=CC=CC=1)C1C=CC=CC=1.[Cl-].[F:55]C1C=C(C=CC=1)C[Zn+], predict the reaction product. The product is: [CH2:1]([O:8][C:9]1[N:10]=[N:11][C:12]([CH2:23][C:24]2[CH:25]=[CH:26][CH:27]=[C:28]([F:55])[CH:29]=2)=[CH:13][C:14]=1[O:15][CH2:16][C:17]1[CH:22]=[CH:21][CH:20]=[CH:19][CH:18]=1)[C:2]1[CH:7]=[CH:6][CH:5]=[CH:4][CH:3]=1. (4) Given the reactants Br[C:2]1[CH:11]=[CH:10][C:5]([C:6](=NO)[NH2:7])=[CH:4][CH:3]=1.[C:12]([C:14]1[CH:19]=[CH:18][C:17]([C:20]2[O:21][CH:22]=[CH:23][CH:24]=2)=[CH:16][CH:15]=1)#[N:13], predict the reaction product. The product is: [C:12]([C:14]1[CH:15]=[CH:16][C:17]([C:20]2[O:21][C:22]([C:2]3[CH:11]=[CH:10][C:5]([C:6]#[N:7])=[CH:4][CH:3]=3)=[CH:23][CH:24]=2)=[CH:18][CH:19]=1)#[N:13]. (5) The product is: [Si:17]([C:16]#[C:15][CH2:14][O:13][CH2:12][CH:9]1[CH2:8][CH2:7][C:6](=[O:5])[CH2:11][CH2:10]1)([C:20]([CH3:22])([CH3:23])[CH3:21])([CH3:19])[CH3:18]. Given the reactants Cl.O1[C:6]2([CH2:11][CH2:10][CH:9]([CH2:12][O:13][CH2:14][C:15]#[C:16][Si:17]([C:20]([CH3:23])([CH3:22])[CH3:21])([CH3:19])[CH3:18])[CH2:8][CH2:7]2)[O:5]CC1.[OH-].[Na+], predict the reaction product. (6) Given the reactants Br.[OH:2][C:3]1[CH:10]=[CH:9][C:6]([CH2:7][NH2:8])=[CH:5][CH:4]=1.C([O-])(O)=O.[Na+].[C:16](O[C:16]([O:18][C:19]([CH3:22])([CH3:21])[CH3:20])=[O:17])([O:18][C:19]([CH3:22])([CH3:21])[CH3:20])=[O:17], predict the reaction product. The product is: [C:19]([O:18][C:16](=[O:17])[NH:8][CH2:7][C:6]1[CH:9]=[CH:10][C:3]([OH:2])=[CH:4][CH:5]=1)([CH3:22])([CH3:21])[CH3:20].